This data is from Peptide-MHC class II binding affinity with 134,281 pairs from IEDB. The task is: Regression. Given a peptide amino acid sequence and an MHC pseudo amino acid sequence, predict their binding affinity value. This is MHC class II binding data. (1) The peptide sequence is AFKLAATAANAAPAN. The MHC is HLA-DPA10201-DPB11401 with pseudo-sequence HLA-DPA10201-DPB11401. The binding affinity (normalized) is 0.788. (2) The peptide sequence is LANAGRSSGSRRPLG. The MHC is DRB1_0701 with pseudo-sequence DRB1_0701. The binding affinity (normalized) is 0.145. (3) The peptide sequence is AAGDFWGGAGSAACQ. The MHC is HLA-DQA10501-DQB10201 with pseudo-sequence HLA-DQA10501-DQB10201. The binding affinity (normalized) is 0.125. (4) The peptide sequence is KLLPVPPTVTIFKIS. The MHC is DRB1_1201 with pseudo-sequence DRB1_1201. The binding affinity (normalized) is 0.417. (5) The peptide sequence is THFTTWTSIPTLAAQ. The MHC is DRB1_0404 with pseudo-sequence DRB1_0404. The binding affinity (normalized) is 0.562. (6) The binding affinity (normalized) is 0.437. The MHC is DRB1_1602 with pseudo-sequence DRB1_1602. The peptide sequence is ALSAEYAAVAQELSV.